The task is: Predict the reactants needed to synthesize the given product.. This data is from Full USPTO retrosynthesis dataset with 1.9M reactions from patents (1976-2016). (1) Given the product [Cl:1][C:2]1[CH:3]=[CH:4][C:5]([O:17][CH2:18][C:19]2[CH:20]=[CH:21][C:22]([Cl:25])=[CH:23][CH:24]=2)=[C:6]([CH:16]=1)[CH2:7][N:8]1[C:12]([CH3:13])=[CH:11][C:10]([CH:14]=[O:15])=[N:9]1, predict the reactants needed to synthesize it. The reactants are: [Cl:1][C:2]1[CH:3]=[CH:4][C:5]([O:17][CH2:18][C:19]2[CH:24]=[CH:23][C:22]([Cl:25])=[CH:21][CH:20]=2)=[C:6]([CH:16]=1)[CH2:7][N:8]1[C:12]([CH3:13])=[CH:11][C:10]([CH2:14][OH:15])=[N:9]1.CC(OI1(OC(C)=O)(OC(C)=O)OC(=O)C2C=CC=CC1=2)=O. (2) Given the product [F:23][C:18]1[CH:19]=[CH:20][CH:21]=[CH:22][C:17]=1[N:7]1[C:6](=[O:24])[C:5]2=[CH:4][N:25]([CH2:26][CH:27]3[CH2:32][CH2:31][N:30]([C:33]4[CH:38]=[CH:37][CH:36]=[CH:35][CH:34]=4)[C:29](=[O:39])[CH2:28]3)[C:15]3[CH:14]=[CH:13][CH:12]=[CH:11][C:10]=3[C:9]2=[N:8]1, predict the reactants needed to synthesize it. The reactants are: CN(/[CH:4]=[C:5]1\[C:6](=[O:24])[N:7]([C:17]2[CH:22]=[CH:21][CH:20]=[CH:19][C:18]=2[F:23])[N:8]=[C:9]\1[C:10]1[CH:15]=[CH:14][CH:13]=[CH:12][C:11]=1F)C.[NH2:25][CH2:26][CH:27]1[CH2:32][CH2:31][N:30]([C:33]2[CH:38]=[CH:37][CH:36]=[CH:35][CH:34]=2)[C:29](=[O:39])[CH2:28]1.C(=O)([O-])[O-].[K+].[K+].C(=O)(O)[O-].[Na+]. (3) Given the product [Br:1][C:2]1[C:13]2[C:5](=[CH:6][C:7]([C:16]3[CH:21]=[CH:20][CH:19]=[CH:18][C:17]=3[Cl:22])=[C:8]3[C:12]=2[C:11](=[O:14])[NH:10][C:9]3=[O:15])[N:4]([CH2:23][CH2:24][OH:25])[CH:3]=1, predict the reactants needed to synthesize it. The reactants are: [Br:1][C:2]1[C:13]2[C:5](=[CH:6][C:7]([C:16]3[CH:21]=[CH:20][CH:19]=[CH:18][C:17]=3[Cl:22])=[C:8]3[C:12]=2[C:11](=[O:14])[NH:10][C:9]3=[O:15])[N:4]([CH2:23][CH2:24][O:25]C)[CH:3]=1.B(Br)(Br)Br.C(=O)(O)[O-].[Na+]. (4) Given the product [CH3:9][C:4]1[CH:5]=[C:6]([CH3:8])[CH:7]=[C:2]([CH3:1])[C:3]=1[S:10]([OH:13])(=[O:12])=[O:11].[C:14]([O:18][C:19](=[O:39])[NH:20][CH2:21][CH2:22][N:23]1[CH2:24][CH:25]2[O:31][CH:29]([CH2:28][NH:27][CH2:26]2)[CH2:30]1)([CH3:17])([CH3:15])[CH3:16], predict the reactants needed to synthesize it. The reactants are: [CH3:1][C:2]1[CH:7]=[C:6]([CH3:8])[CH:5]=[C:4]([CH3:9])[C:3]=1[S:10]([OH:13])(=[O:12])=[O:11].[C:14]([O:18][C:19](=[O:39])[NH:20][CH2:21][CH2:22][N:23]1[CH2:30][CH:29]2[O:31][CH:25]([CH2:26][N:27](CC3C=CC=CC=3)[CH2:28]2)[CH2:24]1)([CH3:17])([CH3:16])[CH3:15].C(O)(C)C.[H][H]. (5) Given the product [CH2:21]([O:23][C:24](=[O:31])[CH2:25][CH2:26][CH2:27][CH2:28][CH2:29][NH:30][C:18]([C:4]1[NH:5][C:6]([CH:7]=[C:8]2[C:16]3[C:11](=[CH:12][CH:13]=[CH:14][CH:15]=3)[NH:10][C:9]2=[O:17])=[C:2]([CH3:1])[CH:3]=1)=[O:20])[CH3:22], predict the reactants needed to synthesize it. The reactants are: [CH3:1][C:2]1[CH:3]=[C:4]([C:18]([OH:20])=O)[NH:5][C:6]=1[CH:7]=[C:8]1[C:16]2[C:11](=[CH:12][CH:13]=[CH:14][CH:15]=2)[NH:10][C:9]1=[O:17].[CH2:21]([O:23][C:24](=[O:31])[CH2:25][CH2:26][CH2:27][CH2:28][CH2:29][NH2:30])[CH3:22].Cl.CCN(CC)CC.